Dataset: HIV replication inhibition screening data with 41,000+ compounds from the AIDS Antiviral Screen. Task: Binary Classification. Given a drug SMILES string, predict its activity (active/inactive) in a high-throughput screening assay against a specified biological target. (1) The compound is CC(OC(C)(C)C)C(NC(=O)C(CCCCNC(=O)OC(C)(C)C)NC(=O)C(Cc1c[nH]c2ccccc12)NC(=O)OCc1ccccc1)C(=O)NC(Cc1ccccc1)C(=O)N(C)C1(C(=O)NC(Cc2ccccc2)C(=O)OCc2ccccc2)CCCC1. The result is 0 (inactive). (2) The molecule is COC(=O)C(C#N)=C(Nc1ccccc1)N1CCCCC1. The result is 0 (inactive).